From a dataset of Forward reaction prediction with 1.9M reactions from USPTO patents (1976-2016). Predict the product of the given reaction. (1) Given the reactants C([N:3](CC)CC)C.Cl.Cl.[NH2:10][CH2:11][CH2:12][C:13]1[CH:51]=[CH:50][C:16]([O:17][CH2:18][CH2:19][C:20]2[CH:21]=[CH:22][C:23]([O:42][CH2:43][C:44]3[CH:49]=[CH:48][CH:47]=[CH:46][CH:45]=3)=[C:24]([C@@H:26]([C:36]3[CH:41]=[CH:40][CH:39]=[CH:38][CH:37]=3)[CH2:27][CH2:28][N:29]([CH:33]([CH3:35])[CH3:34])[CH:30]([CH3:32])[CH3:31])[CH:25]=2)=[CH:15][CH:14]=1.[CH2:52]([O:59][C:60]1[CH:65]=[CH:64][C:63]([S:66](Cl)(=[O:68])=[O:67])=[CH:62][CH:61]=1)[C:53]1[CH:58]=[CH:57][CH:56]=[CH:55][CH:54]=1, predict the reaction product. The product is: [NH3:3].[CH2:52]([O:59][C:60]1[CH:65]=[CH:64][C:63]([S:66]([NH:10][CH2:11][CH2:12][C:13]2[CH:51]=[CH:50][C:16]([O:17][CH2:18][CH2:19][C:20]3[CH:21]=[CH:22][C:23]([O:42][CH2:43][C:44]4[CH:45]=[CH:46][CH:47]=[CH:48][CH:49]=4)=[C:24]([C@@H:26]([C:36]4[CH:37]=[CH:38][CH:39]=[CH:40][CH:41]=4)[CH2:27][CH2:28][N:29]([CH:33]([CH3:35])[CH3:34])[CH:30]([CH3:32])[CH3:31])[CH:25]=3)=[CH:15][CH:14]=2)(=[O:68])=[O:67])=[CH:62][CH:61]=1)[C:53]1[CH:54]=[CH:55][CH:56]=[CH:57][CH:58]=1. (2) Given the reactants [NH2:1][CH:2]1[CH2:11][C:10]2[C:9]([C:12]([NH2:14])=[O:13])=[CH:8][CH:7]=[C:6]([F:15])[C:5]=2[O:4][CH2:3]1.[CH:16](=O)[CH2:17][CH3:18].C(O)(=O)C.C(O[BH-](OC(=O)C)OC(=O)C)(=O)C.[Na+], predict the reaction product. The product is: [F:15][C:6]1[C:5]2[O:4][CH2:3][CH:2]([NH:1][CH2:16][CH2:17][CH3:18])[CH2:11][C:10]=2[C:9]([C:12]([NH2:14])=[O:13])=[CH:8][CH:7]=1.